This data is from Full USPTO retrosynthesis dataset with 1.9M reactions from patents (1976-2016). The task is: Predict the reactants needed to synthesize the given product. Given the product [Cl:16][C:17]1[N:22]=[C:21]([CH:13]([CH:5]2[N:4]([CH2:1][CH2:2][CH3:3])[C:8]3[CH:9]=[CH:10][CH:11]=[CH:12][C:7]=3[NH:6]2)[C:14]#[N:15])[CH:20]=[CH:19][N:18]=1, predict the reactants needed to synthesize it. The reactants are: [CH2:1]([N:4]1[C:8]2[CH:9]=[CH:10][CH:11]=[CH:12][C:7]=2[NH:6][CH:5]1[CH2:13][C:14]#[N:15])[CH2:2][CH3:3].[Cl:16][C:17]1[N:22]=[C:21](Cl)[CH:20]=[CH:19][N:18]=1.